This data is from Full USPTO retrosynthesis dataset with 1.9M reactions from patents (1976-2016). The task is: Predict the reactants needed to synthesize the given product. Given the product [C:1](=[N:14][C:15]1[CH:22]=[CH:21][C:18]([C:19]#[N:20])=[CH:17][C:16]=1[CH2:23][Br:24])([C:2]1[CH:7]=[CH:6][CH:5]=[CH:4][CH:3]=1)[C:8]1[CH:13]=[CH:12][CH:11]=[CH:10][CH:9]=1, predict the reactants needed to synthesize it. The reactants are: [C:1](=[N:14][C:15]1[CH:22]=[CH:21][C:18]([C:19]#[N:20])=[CH:17][C:16]=1[CH3:23])([C:8]1[CH:13]=[CH:12][CH:11]=[CH:10][CH:9]=1)[C:2]1[CH:7]=[CH:6][CH:5]=[CH:4][CH:3]=1.[Br:24]N1C(=O)CCC1=O.C(OOC(=O)C1C=CC=CC=1)(=O)C1C=CC=CC=1.